This data is from Full USPTO retrosynthesis dataset with 1.9M reactions from patents (1976-2016). The task is: Predict the reactants needed to synthesize the given product. (1) Given the product [CH:1]1[C:10]2[N:9]3[CH2:11][CH2:12][CH2:13][CH2:14][CH2:15][CH:8]3[CH2:7][NH:6][C:5]=2[CH:4]=[CH:3][CH:2]=1, predict the reactants needed to synthesize it. The reactants are: [CH:1]1[C:10]2[N:9]3[CH2:11][CH2:12][CH2:13][CH2:14][CH2:15][CH:8]3[C:7](=O)[NH:6][C:5]=2[CH:4]=[CH:3][CH:2]=1.Cl. (2) Given the product [CH2:1]([O:8][C:9]1[C:10]([CH3:18])=[C:11]([CH:16]=[O:17])[CH:12]=[N:13][C:14]=1[CH3:15])[C:2]1[CH:3]=[CH:4][CH:5]=[CH:6][CH:7]=1, predict the reactants needed to synthesize it. The reactants are: [CH2:1]([O:8][C:9]1[C:10]([CH3:18])=[C:11]([CH2:16][OH:17])[CH:12]=[N:13][C:14]=1[CH3:15])[C:2]1[CH:7]=[CH:6][CH:5]=[CH:4][CH:3]=1. (3) Given the product [Br:47][CH2:24][CH2:23][CH2:22][CH2:21][CH2:20][CH2:19][C:7]1[C:6]2[CH:5]=[CH:4][C:3]([OH:26])=[C:2]([Cl:1])[C:12]=2[CH2:11][CH2:10][CH2:9][C:8]=1[C:13]1[CH:18]=[CH:17][CH:16]=[CH:15][CH:14]=1, predict the reactants needed to synthesize it. The reactants are: [Cl:1][C:2]1[C:12]2[CH2:11][CH2:10][CH2:9][C:8]([C:13]3[CH:18]=[CH:17][CH:16]=[CH:15][CH:14]=3)=[C:7]([CH2:19][CH2:20][CH2:21][CH2:22][CH2:23][CH2:24]O)[C:6]=2[CH:5]=[CH:4][C:3]=1[OH:26].C1(P(C2C=CC=CC=2)C2C=CC=CC=2)C=CC=CC=1.C(Br)(Br)(Br)[Br:47]. (4) Given the product [Br:9][C:10]1[CH:15]=[CH:14][CH:13]=[C:12]([O:1][CH:2]2[CH2:6][CH2:5][O:4][CH2:3]2)[N:11]=1, predict the reactants needed to synthesize it. The reactants are: [OH:1][C@H:2]1[CH2:6][CH2:5][O:4][CH2:3]1.[H-].[Na+].[Br:9][C:10]1[CH:15]=[CH:14][CH:13]=[C:12](Br)[N:11]=1.